Dataset: Tyrosyl-DNA phosphodiesterase HTS with 341,365 compounds. Task: Binary Classification. Given a drug SMILES string, predict its activity (active/inactive) in a high-throughput screening assay against a specified biological target. The drug is s1c2c(CCCC2)c2c1n1c(n(c2=O)C)nnc1SCC(=O)N(CCCC)CCCC. The result is 0 (inactive).